Dataset: Experimentally validated miRNA-target interactions with 360,000+ pairs, plus equal number of negative samples. Task: Binary Classification. Given a miRNA mature sequence and a target amino acid sequence, predict their likelihood of interaction. (1) The miRNA is mmu-miR-294-3p with sequence AAAGUGCUUCCCUUUUGUGUGU. The protein sequence of the target gene is MLKFRTVHGGLRLLGIRRTSTAPAASPNVRRLEYKPIKKVMVANRGEIAIRVFRACTELGIRTVAIYSEQDTGQMHRQKADEAYLIGRGLAPVQAYLHIPDIIKVAKENNVDAVHPGYGFLSERADFAQACQDAGVRFIGPSPEVVRKMGDKVEARAIAIAAGVPVVPGTDAPITSLHEAHEFSNTYGFPIIFKAAYGGGGRGMRVVHSYEELEENYTRAYSEALAAFGNGALFVEKFIEKPRHIEVQILGDQYGNILHLYERDCSIQRRHQKVVEIAPAAHLDPQLRTRLTSDSVKLAK.... Result: 0 (no interaction). (2) The miRNA is mmu-miR-695 with sequence AGAUUGGGCAUAGGUGACUGAA. The protein sequence of the target gene is MEEEDEEARALLAGGPDEADRGAPAAPGALPALCDPSRLAHRLLVLLLMCFLGFGSYFCYDNPAALQTQVKRDMQVNTTKFMLLYAWYSWPNVVLCFFGGFLIDRVFGIRWGTIIFSCFVCIGQVVFALGGIFNAFWLMEFGRFVFGIGGESLAVAQNTYAVSWFKGKELNLVFGLQLSMARIGSTVNMNLMGWLYSKIEALLGSAGHTTLGITLMIGGITCILSLICALALAYLDQRAERILHKEQGKTGEVIKLTDVKDFSLPLWLIFIICVCYYVAVFPFIGLGKVFFTEKFGFSSQ.... Result: 0 (no interaction). (3) The miRNA is hsa-let-7e-5p with sequence UGAGGUAGGAGGUUGUAUAGUU. The protein sequence of the target gene is MNHKSKKRIREAKRSARPELKDSLDWTRHNYYESFSLSPAAVADNVERADALQLSVEEFVERYERPYKPVVLLNAQEGWSAQEKWTLERLKRKYRNQKFKCGEDNDGYSVKMKMKYYIEYMESTRDDSPLYIFDSSYGEHPKRRKLLEDYKVPKFFTDDLFQYAGEKRRPPYRWFVMGPPRSGTGIHIDPLGTSAWNALVQGHKRWCLFPTSTPRELIKVTRDEGGNQQDEAITWFNVIYPRTQLPTWPPEFKPLEILQKPGETVFVPGGWWHVVLNLDTTIAITQNFASSTNFPVVWHK.... Result: 0 (no interaction). (4) The miRNA is rno-miR-125b-5p with sequence UCCCUGAGACCCUAACUUGUGA. The protein sequence of the target gene is MAAIPSSGSLVATHDYYRRRLGSTSSNSSCSSTECPGEAIPHPPGLPKADPGHWWASFFFGKSTLPFMATVLESAEHSEPPQASSSMTACGLARDAPRKQPGGQSSTASAGPPS. Result: 0 (no interaction). (5) The miRNA is hsa-miR-6864-3p with sequence GUGAGACUUCUCUCCCUUCAG. The protein sequence of the target gene is MSWSLHPRNLILYFYALLFLSSTCVAYVATRDNCCILDERFGSYCPTTCGIADFLSTYQTKVDKDLQSLEDILHQVENKTSEVKQLIKAIQLTYNPDESSKPNMIDAATLKSRKMLEEIMKYEASILTHDSSIRYLQEIYNSNNQKIVNLKEKVAQLEAQCQEPCKDTVQIHDITGKDCQDIANKGAKQSGLYFIKPLKANQQFLVYCEIDGSGNGWTVFQKRLDGSVDFKKNWIQYKEGFGHLSPTGTTEFWLGNEKIHLISTQSAIPYALRVELEDWNGRTSTADYAMFKVGPEADKY.... Result: 1 (interaction). (6) The miRNA is rno-miR-542-3p with sequence UGUGACAGAUUGAUAACUGAAA. The protein sequence of the target gene is MGKFMKPGKVVLVLAGRYSGRKAVIVKNIDDGTSDRPYSHALVAGIDRYPRKVTAAMGKKKIAKRSKIKSFVKVYNYNHLMPTRYSVDIPLDKTVVNKDVFRDPALKRKARREAKVKFEERYKTGKNKWFFQKLRF. Result: 0 (no interaction).